Dataset: Reaction yield outcomes from USPTO patents with 853,638 reactions. Task: Predict the reaction yield, written as a fraction of the theoretical maximum amount of product (1.0 means a 100% yield; for example, 0.34 means a 34% yield). (1) The reactants are [OH:1][CH2:2][CH2:3][CH2:4][C:5]1[CH:22]=[CH:21][C:8]([O:9][CH2:10][C:11]2[CH:20]=[CH:19][CH:18]=[CH:17][C:12]=2[C:13]([O:15][CH3:16])=[O:14])=[CH:7][CH:6]=1.[CH2:23]([O:30][C:31]1[CH:36]=[CH:35][C:34](O)=[CH:33][CH:32]=1)[C:24]1[CH:29]=[CH:28][CH:27]=[CH:26][CH:25]=1.C(P(=CC#N)(CCCC)CCCC)CCC. The catalyst is C1(C)C=CC=CC=1. The product is [CH2:23]([O:30][C:31]1[CH:36]=[CH:35][C:34]([O:1][CH2:2][CH2:3][CH2:4][C:5]2[CH:6]=[CH:7][C:8]([O:9][CH2:10][C:11]3[CH:20]=[CH:19][CH:18]=[CH:17][C:12]=3[C:13]([O:15][CH3:16])=[O:14])=[CH:21][CH:22]=2)=[CH:33][CH:32]=1)[C:24]1[CH:29]=[CH:28][CH:27]=[CH:26][CH:25]=1. The yield is 0.641. (2) The yield is 0.880. The reactants are [N+:1]([C:4]1[CH:5]=[CH:6][C:7]([N:10]2[CH2:19][CH2:18][N:17]3[C@@H:12]([CH2:13][O:14][CH2:15][CH2:16]3)[CH2:11]2)=[N:8][CH:9]=1)([O-])=O.CO.[H][H]. The product is [CH2:13]1[C@H:12]2[CH2:11][N:10]([C:7]3[N:8]=[CH:9][C:4]([NH2:1])=[CH:5][CH:6]=3)[CH2:19][CH2:18][N:17]2[CH2:16][CH2:15][O:14]1. The catalyst is [Pt].CCO. (3) The yield is 0.830. The reactants are [NH2:1][C:2]1[CH:3]=[CH:4][C:5]([NH:27][C:28](=[O:39])[C:29]2[CH:34]=[CH:33][C:32]([C:35]([CH3:38])([CH3:37])[CH3:36])=[CH:31][CH:30]=2)=[C:6]([CH:26]=1)[C:7]([NH:9][C:10]1[CH:18]=[C:17]2[C:13]([CH:14]=[N:15][N:16]2[C:19]([O:21][C:22]([CH3:25])([CH3:24])[CH3:23])=[O:20])=[CH:12][CH:11]=1)=[O:8].N1C=CC=CC=1.[CH3:46][S:47](Cl)(=[O:49])=[O:48]. The catalyst is ClCCl.C1COCC1. The product is [C:19]([N:16]1[C:17]2[C:13](=[CH:12][CH:11]=[C:10]([NH:9][C:7](=[O:8])[C:6]3[CH:26]=[C:2]([NH:1][S:47]([CH3:46])(=[O:49])=[O:48])[CH:3]=[CH:4][C:5]=3[NH:27][C:28](=[O:39])[C:29]3[CH:30]=[CH:31][C:32]([C:35]([CH3:38])([CH3:37])[CH3:36])=[CH:33][CH:34]=3)[CH:18]=2)[CH:14]=[N:15]1)([O:21][C:22]([CH3:25])([CH3:24])[CH3:23])=[O:20]. (4) The reactants are [Cl:1][C:2]1[CH:3]=[C:4]2[C:8](=[CH:9][CH:10]=1)[NH:7][CH:6]=[C:5]2[CH2:11][CH2:12][NH:13][C:14](=[O:23])[C:15]1[CH:20]=[CH:19][CH:18]=[C:17]([CH2:21]Cl)[CH:16]=1.[Cl:24][C:25]1[CH:26]=[C:27](B(O)O)[CH:28]=[CH:29][CH:30]=1.C(=O)([O-])[O-].[Na+].[Na+].[I-].[Na+]. The catalyst is C(COC)OC.O.C1C=CC([P]([Pd]([P](C2C=CC=CC=2)(C2C=CC=CC=2)C2C=CC=CC=2)([P](C2C=CC=CC=2)(C2C=CC=CC=2)C2C=CC=CC=2)[P](C2C=CC=CC=2)(C2C=CC=CC=2)C2C=CC=CC=2)(C2C=CC=CC=2)C2C=CC=CC=2)=CC=1. The product is [Cl:1][C:2]1[CH:3]=[C:4]2[C:8](=[CH:9][CH:10]=1)[NH:7][CH:6]=[C:5]2[CH2:11][CH2:12][NH:13][C:14](=[O:23])[C:15]1[CH:20]=[CH:19][CH:18]=[C:17]([CH2:21][C:29]2[CH:28]=[CH:27][CH:26]=[C:25]([Cl:24])[CH:30]=2)[CH:16]=1. The yield is 0.470. (5) The reactants are C(OC([NH:8][C:9]1[CH:10]=[C:11]([S:15]([NH2:18])(=[O:17])=[O:16])[CH:12]=[CH:13][CH:14]=1)=O)(C)(C)C.[Cl:19][C:20]1[CH:21]=[C:22]([NH:30][C:31](OC2C=CC=CC=2)=[O:32])[C:23](=[CH:28][CH:29]=1)[C:24](OC)=[O:25]. No catalyst specified. The product is [NH2:8][C:9]1[CH:10]=[C:11]([S:15]([N:18]2[C:24](=[O:25])[C:23]3[C:22](=[CH:21][C:20]([Cl:19])=[CH:29][CH:28]=3)[NH:30][C:31]2=[O:32])(=[O:16])=[O:17])[CH:12]=[CH:13][CH:14]=1. The yield is 0.490. (6) The catalyst is O. The yield is 0.760. The reactants are [F:1][C:2]1[C:3]([CH3:18])=[N:4][C:5]2[C:10]([CH:11]=1)=[CH:9][CH:8]=[C:7]([O:12][CH2:13][C@H:14]([O:16][CH3:17])[CH3:15])[CH:6]=2.[O:19]1CCOCC1. The product is [F:1][C:2]1[C:3]([CH:18]=[O:19])=[N:4][C:5]2[C:10]([CH:11]=1)=[CH:9][CH:8]=[C:7]([O:12][CH2:13][C@H:14]([O:16][CH3:17])[CH3:15])[CH:6]=2. (7) The reactants are C([O:8][C:9]1[CH:14]=[CH:13][C:12]([N:15]2[C:19]([NH:20][C:21]([NH:23][C:24]3[C:33]4[C:28](=[CH:29][CH:30]=[CH:31][CH:32]=4)[CH:27]=[CH:26][CH:25]=3)=[O:22])=[CH:18][C:17]([C:34]([CH3:37])([CH3:36])[CH3:35])=[N:16]2)=[CH:11][CH:10]=1)C1C=CC=CC=1. The catalyst is CO.[Pd]. The product is [C:34]([C:17]1[CH:18]=[C:19]([NH:20][C:21]([NH:23][C:24]2[C:33]3[C:28](=[CH:29][CH:30]=[CH:31][CH:32]=3)[CH:27]=[CH:26][CH:25]=2)=[O:22])[N:15]([C:12]2[CH:13]=[CH:14][C:9]([OH:8])=[CH:10][CH:11]=2)[N:16]=1)([CH3:37])([CH3:35])[CH3:36]. The yield is 0.840.